From a dataset of Forward reaction prediction with 1.9M reactions from USPTO patents (1976-2016). Predict the product of the given reaction. (1) Given the reactants [CH2:1]([C@H:8]([NH:28][C:29](=[O:45])[O:30][CH2:31][CH:32]1[C:44]2[CH:43]=[CH:42][CH:41]=[CH:40][C:39]=2[C:38]2[C:33]1=[CH:34][CH:35]=[CH:36][CH:37]=2)[C@@H:9]([OH:27])[CH2:10][C@@H:11]([NH:19]C(OC(C)(C)C)=O)[CH2:12][C:13]1[CH:18]=[CH:17][CH:16]=[CH:15][CH:14]=1)[C:2]1[CH:7]=[CH:6][CH:5]=[CH:4][CH:3]=1.Cl, predict the reaction product. The product is: [NH2:19][C@@H:11]([CH2:12][C:13]1[CH:14]=[CH:15][CH:16]=[CH:17][CH:18]=1)[CH2:10][C@H:9]([OH:27])[C@@H:8]([NH:28][C:29](=[O:45])[O:30][CH2:31][CH:32]1[C:33]2[CH:34]=[CH:35][CH:36]=[CH:37][C:38]=2[C:39]2[C:44]1=[CH:43][CH:42]=[CH:41][CH:40]=2)[CH2:1][C:2]1[CH:3]=[CH:4][CH:5]=[CH:6][CH:7]=1. (2) Given the reactants [Cl:1][C:2]1[CH:15]=[CH:14][C:5]([O:6][C:7]2[CH:12]=[CH:11][C:10]([NH2:13])=[CH:9][N:8]=2)=[C:4]([CH3:16])[CH:3]=1.C(N(CC)CC)C.[C:24](Cl)(=[O:31])[C:25]1[CH:30]=[CH:29][CH:28]=[CH:27][CH:26]=1.C([O-])(O)=O.[Na+], predict the reaction product. The product is: [Cl:1][C:2]1[CH:15]=[CH:14][C:5]([O:6][C:7]2[CH:12]=[CH:11][C:10]([NH:13][C:24](=[O:31])[C:25]3[CH:30]=[CH:29][CH:28]=[CH:27][CH:26]=3)=[CH:9][N:8]=2)=[C:4]([CH3:16])[CH:3]=1.